Dataset: Full USPTO retrosynthesis dataset with 1.9M reactions from patents (1976-2016). Task: Predict the reactants needed to synthesize the given product. (1) Given the product [ClH:1].[Cl:1][C:2]1[C:3]([O:18][CH:19]2[CH2:24][CH2:23][NH:22][CH2:21][CH:20]2[CH3:32])=[CH:4][C:5](=[O:17])[N:6]([C:8]2[CH:13]=[CH:12][C:11]([C:14]#[N:15])=[C:10]([F:16])[CH:9]=2)[CH:7]=1, predict the reactants needed to synthesize it. The reactants are: [Cl:1][C:2]1[C:3]([O:18][C@@H:19]2[CH2:24][CH2:23][N:22](C(OC(C)(C)C)=O)[CH2:21][C@H:20]2[CH3:32])=[CH:4][C:5](=[O:17])[N:6]([C:8]2[CH:13]=[CH:12][C:11]([C:14]#[N:15])=[C:10]([F:16])[CH:9]=2)[CH:7]=1.Cl. (2) Given the product [CH3:22][C:23]1[C:28]([CH3:29])=[CH:27][CH:26]=[CH:25][C:24]=1[N:30]1[C:5]([C:7]2[CH:17]=[CH:16][C:10]3[O:11][CH2:12][C:13](=[O:15])[NH:14][C:9]=3[CH:8]=2)=[CH:4][C:3]([C:2]([F:20])([F:19])[F:1])=[N:31]1, predict the reactants needed to synthesize it. The reactants are: [F:1][C:2]([F:20])([F:19])[C:3](=O)[CH2:4][C:5]([C:7]1[CH:17]=[CH:16][C:10]2[O:11][CH2:12][C:13](=[O:15])[NH:14][C:9]=2[CH:8]=1)=O.Cl.[CH3:22][C:23]1[C:28]([CH3:29])=[CH:27][CH:26]=[CH:25][C:24]=1[NH:30][NH2:31]. (3) Given the product [B:4]([C:9]1[CH:14]=[CH:13][C:12]([S:15]([NH:18][CH2:19][CH2:20][CH2:21][CH2:22][CH2:23][CH2:24][CH2:25][CH2:26][CH2:27][CH2:28][CH2:29][C:30]([OH:32])=[O:31])(=[O:17])=[O:16])=[CH:11][CH:10]=1)([OH:3])[OH:5], predict the reactants needed to synthesize it. The reactants are: CC1(C)C(C)(C)[O:5][B:4]([C:9]2[CH:14]=[CH:13][C:12]([S:15]([NH:18][CH2:19][CH2:20][CH2:21][CH2:22][CH2:23][CH2:24][CH2:25][CH2:26][CH2:27][CH2:28][CH2:29][C:30]([O:32]C)=[O:31])(=[O:17])=[O:16])=[CH:11][CH:10]=2)[O:3]1.[OH-].[Li+].CO. (4) Given the product [CH:2]([O:7][C:6]1[CH:8]=[CH:9][C:10]([C@@H:12]([OH:38])[CH2:13][NH:14][CH2:15][CH2:16][CH2:17][CH2:18][CH2:19][CH2:20][O:21][CH2:22][CH2:23][CH2:24][CH2:25][C:26]2[CH:35]=[C:34]3[C:29]([CH2:30][CH2:31][CH2:32][S:33]3(=[O:36])=[O:37])=[CH:28][CH:27]=2)=[CH:11][C:5]=1[CH2:4][OH:42])=[O:3], predict the reactants needed to synthesize it. The reactants are: C[C:2]1(C)[O:7][C:6]2[CH:8]=[CH:9][C:10]([C@@H:12]([OH:38])[CH2:13][NH:14][CH2:15][CH2:16][CH2:17][CH2:18][CH2:19][CH2:20][O:21][CH2:22][CH2:23][CH2:24][CH2:25][C:26]3[CH:35]=[C:34]4[C:29]([CH2:30][CH2:31][CH2:32][S:33]4(=[O:37])=[O:36])=[CH:28][CH:27]=3)=[CH:11][C:5]=2[CH2:4][O:3]1.C(O)(=[O:42])C. (5) Given the product [CH2:26]([N:19]1[C:20]2[C:21](=[N:22][CH:23]=[CH:24][CH:25]=2)[C:17]([C:14]2[CH:15]=[CH:16][C:11]([O:10][C:2]3[N:1]([CH3:30])[C:5]4[CH:6]=[CH:7][CH:8]=[CH:9][C:4]=4[N:3]=3)=[CH:12][CH:13]=2)=[N:18]1)[CH3:27], predict the reactants needed to synthesize it. The reactants are: [NH:1]1[C:5]2[CH:6]=[CH:7][CH:8]=[CH:9][C:4]=2[N:3]=[C:2]1[O:10][C:11]1[CH:16]=[CH:15][C:14]([C:17]2[C:21]3=[N:22][CH:23]=[CH:24][CH:25]=[C:20]3[N:19]([CH2:26][CH3:27])[N:18]=2)=[CH:13][CH:12]=1.CI.[C:30]([O-])([O-])=O.[K+].[K+].O. (6) Given the product [Cl:24][CH2:23][CH2:22][CH2:21][CH2:20][CH2:19][C:8]1([C:11]([O:13][C:14]([CH3:17])([CH3:16])[CH3:15])=[O:12])[CH2:10][CH2:9]1, predict the reactants needed to synthesize it. The reactants are: [Li]CCCC.[OH-].[Na+].[CH:8]1([C:11]([O:13][C:14]([CH3:17])([CH3:16])[CH3:15])=[O:12])[CH2:10][CH2:9]1.Br[CH2:19][CH2:20][CH2:21][CH2:22][CH2:23][Cl:24].Cl.